This data is from Full USPTO retrosynthesis dataset with 1.9M reactions from patents (1976-2016). The task is: Predict the reactants needed to synthesize the given product. Given the product [N+:13]([CH2:16][C:10]1([OH:12])[CH2:9][O:8][CH2:7][CH2:6][O:5][CH2:11]1)([O-:15])=[O:14], predict the reactants needed to synthesize it. The reactants are: [O-]CC.[Na+].[O:5]1[CH2:11][C:10](=[O:12])[CH2:9][O:8][CH2:7][CH2:6]1.[N+:13]([CH3:16])([O-:15])=[O:14].